Dataset: Forward reaction prediction with 1.9M reactions from USPTO patents (1976-2016). Task: Predict the product of the given reaction. (1) The product is: [CH:1]1([CH2:6][CH:7]([C:17]2[CH:18]=[CH:19][C:20]([C:23]([OH:28])([CH:25]([CH3:26])[CH3:27])[CH3:24])=[CH:21][CH:22]=2)[C:8]2[NH:16][C:11]3=[N:12][CH:13]=[CH:14][CH:15]=[C:10]3[CH:9]=2)[CH2:5][CH2:4][CH2:3][CH2:2]1. Given the reactants [CH:1]1([CH:6]=[C:7]([C:17]2[CH:22]=[CH:21][C:20]([C:23]([OH:28])([CH:25]([CH3:27])[CH3:26])[CH3:24])=[CH:19][CH:18]=2)[C:8]2[NH:16][C:11]3=[N:12][CH:13]=[CH:14][CH:15]=[C:10]3[CH:9]=2)[CH2:5][CH2:4][CH2:3][CH2:2]1, predict the reaction product. (2) Given the reactants [CH3:1][N:2]1[C:6]2=[C:7]([NH:11][C@@H:12]3[CH2:17][CH2:16][CH2:15][N:14]([C:18]([O:20][C:21]([CH3:24])([CH3:23])[CH3:22])=[O:19])[CH2:13]3)[N:8]=[CH:9][CH:10]=[C:5]2[CH:4]=[CH:3]1.[Br:25][C:26]1[CH:34]=[CH:33][C:29]([C:30](Cl)=[O:31])=[CH:28][CH:27]=1.C[Si]([N-][Si](C)(C)C)(C)C.[Li+], predict the reaction product. The product is: [Br:25][C:26]1[CH:34]=[CH:33][C:29]([C:30]([N:11]([C:7]2[N:8]=[CH:9][CH:10]=[C:5]3[CH:4]=[CH:3][N:2]([CH3:1])[C:6]=23)[C@@H:12]2[CH2:17][CH2:16][CH2:15][N:14]([C:18]([O:20][C:21]([CH3:24])([CH3:23])[CH3:22])=[O:19])[CH2:13]2)=[O:31])=[CH:28][CH:27]=1. (3) Given the reactants C[O:2][C:3](=[O:44])[CH2:4][C:5]1[CH:10]=[CH:9][CH:8]=[C:7]([O:11][C:12]2[CH:17]=[CH:16][C:15]([C:18]([F:21])([F:20])[F:19])=[CH:14][C:13]=2[CH2:22][N:23]([CH2:42][CH3:43])[S:24]([C:27]2[CH:32]=[CH:31][C:30]([N:33]([CH3:41])[C:34]3[CH:35]=[C:36]([CH3:40])[CH:37]=[CH:38][CH:39]=3)=[CH:29][CH:28]=2)(=[O:26])=[O:25])[CH:6]=1.[OH-].[Li+].Cl, predict the reaction product. The product is: [CH2:42]([N:23]([CH2:22][C:13]1[CH:14]=[C:15]([C:18]([F:21])([F:19])[F:20])[CH:16]=[CH:17][C:12]=1[O:11][C:7]1[CH:6]=[C:5]([CH2:4][C:3]([OH:44])=[O:2])[CH:10]=[CH:9][CH:8]=1)[S:24]([C:27]1[CH:28]=[CH:29][C:30]([N:33]([CH3:41])[C:34]2[CH:35]=[C:36]([CH3:40])[CH:37]=[CH:38][CH:39]=2)=[CH:31][CH:32]=1)(=[O:25])=[O:26])[CH3:43]. (4) Given the reactants [CH:1]1([N:6]2[CH2:11][CH2:10][N:9]([C:12]([C:14]3[CH:15]=[C:16]4[C:20](=[CH:21][CH:22]=3)[NH:19][C:18]([C:23]([N:25]3[CH2:30][CH2:29][S:28](=[O:32])(=[O:31])[CH2:27][CH2:26]3)=[O:24])=[CH:17]4)=[O:13])[CH2:8][CH2:7]2)[CH2:5][CH2:4]C[CH2:2]1.F[B-](F)(F)F.N1(OC(N(C)C)=[N+](C)C)C2C=CC=CC=2N=N1.C(N(CC)C(C)C)(C)C, predict the reaction product. The product is: [CH:1]1([N:6]2[CH2:11][CH2:10][N:9]([C:12]([C:14]3[CH:15]=[C:16]4[C:20](=[CH:21][CH:22]=3)[NH:19][C:18]([C:23]([N:25]3[CH2:30][CH2:29][S:28](=[O:32])(=[O:31])[CH2:27][CH2:26]3)=[O:24])=[CH:17]4)=[O:13])[CH2:8][CH2:7]2)[CH2:5][CH2:4][CH2:2]1.